Dataset: NCI-60 drug combinations with 297,098 pairs across 59 cell lines. Task: Regression. Given two drug SMILES strings and cell line genomic features, predict the synergy score measuring deviation from expected non-interaction effect. (1) Drug 1: CC1CCC2CC(C(=CC=CC=CC(CC(C(=O)C(C(C(=CC(C(=O)CC(OC(=O)C3CCCCN3C(=O)C(=O)C1(O2)O)C(C)CC4CCC(C(C4)OC)O)C)C)O)OC)C)C)C)OC. Drug 2: COC1=C2C(=CC3=C1OC=C3)C=CC(=O)O2. Cell line: PC-3. Synergy scores: CSS=23.5, Synergy_ZIP=-4.89, Synergy_Bliss=-3.20, Synergy_Loewe=-30.2, Synergy_HSA=-4.92. (2) Drug 1: CC=C1C(=O)NC(C(=O)OC2CC(=O)NC(C(=O)NC(CSSCCC=C2)C(=O)N1)C(C)C)C(C)C. Drug 2: B(C(CC(C)C)NC(=O)C(CC1=CC=CC=C1)NC(=O)C2=NC=CN=C2)(O)O. Cell line: HCT116. Synergy scores: CSS=68.3, Synergy_ZIP=-0.159, Synergy_Bliss=0.0682, Synergy_Loewe=-10.6, Synergy_HSA=-0.787.